From a dataset of Forward reaction prediction with 1.9M reactions from USPTO patents (1976-2016). Predict the product of the given reaction. (1) The product is: [Cl:1][C:2]1[CH:7]=[CH:6][C:5]([C:11]#[C:10][CH3:15])=[C:4]([F:9])[CH:3]=1. Given the reactants [Cl:1][C:2]1[CH:7]=[CH:6][C:5](I)=[C:4]([F:9])[CH:3]=1.[C:10]1(P(C2C=CC=CC=2)C2C=CC=CC=2)[CH:15]=CC=C[CH:11]=1, predict the reaction product. (2) Given the reactants Br[C:2]1[CH:3]=[C:4]([O:10]C)[C:5]([O:8]C)=[N:6][CH:7]=1.[C:12]([C:16]1[CH:21]=[CH:20][C:19](B(O)O)=[CH:18][CH:17]=1)([O:14]C)=[O:13].C([O-])([O-])=O.[K+].[K+], predict the reaction product. The product is: [OH:10][C:4]1[C:5](=[O:8])[NH:6][CH:7]=[C:2]([C:19]2[CH:20]=[CH:21][C:16]([C:12]([OH:14])=[O:13])=[CH:17][CH:18]=2)[CH:3]=1. (3) Given the reactants [Cl:1][C:2]1[CH:3]=[C:4]([CH2:9][OH:10])[CH:5]=[N:6][C:7]=1[Cl:8], predict the reaction product. The product is: [Cl:1][C:2]1[CH:3]=[C:4]([CH:9]=[O:10])[CH:5]=[N:6][C:7]=1[Cl:8]. (4) Given the reactants C[N:2]1CCNCC1C1C=CC(N)=CC=1.O[C:16]1[C:24]2N=N[NH:21][C:20]=2[CH:19]=[CH:18][CH:17]=1.Cl.CN(C)CCCN=C=NCC.[CH2:37]([N:39]([CH2:42][CH3:43])[CH2:40][CH3:41])C.[N+:44]([C:47]1[CH:52]=[CH:51][C:50]([CH2:53][CH2:54][CH2:55][C:56]([OH:58])=O)=[CH:49][CH:48]=1)([O-:46])=[O:45], predict the reaction product. The product is: [N+:44]([C:47]1[CH:52]=[CH:51][C:50]([CH2:53][CH2:54][CH2:55][C:56]([NH:2][C:17]2[CH:16]=[CH:24][C:20]([N:21]3[CH2:43][CH2:42][N:39]([CH3:37])[CH2:40][CH2:41]3)=[CH:19][CH:18]=2)=[O:58])=[CH:49][CH:48]=1)([O-:46])=[O:45]. (5) Given the reactants C([N:8]1[CH2:13][CH2:12][N:11]([C:14]2[N:19]=[CH:18][C:17]([NH:20][C:21]([C:23]3[O:27][C:26]([C:28]4[CH:33]=[CH:32][CH:31]=[CH:30][CH:29]=4)=[N:25][C:24]=3[C:34]([F:37])([F:36])[F:35])=[O:22])=[CH:16][CH:15]=2)[CH2:10][C:9]1=[O:38])C1C=CC=CC=1.C1(C2OC(C(O)=O)=C(C(F)(F)F)N=2)C=CC=CC=1, predict the reaction product. The product is: [O:38]=[C:9]1[NH:8][CH2:13][CH2:12][N:11]([C:14]2[N:19]=[CH:18][C:17]([NH:20][C:21]([C:23]3[O:27][C:26]([C:28]4[CH:33]=[CH:32][CH:31]=[CH:30][CH:29]=4)=[N:25][C:24]=3[C:34]([F:37])([F:36])[F:35])=[O:22])=[CH:16][CH:15]=2)[CH2:10]1. (6) Given the reactants [CH2:1]([P:10](=[O:17])([O:14][CH2:15][CH3:16])[O:11][CH2:12][CH3:13])P(=O)(OCC)OCC.[Li]CCCC.[CH3:23][C:24]1[C:25]([C:45]2[CH:50]=[CH:49][CH:48]=[CH:47][CH:46]=2)=[C:26]([O:36][C:37]2[CH:44]=[CH:43][C:40]([CH:41]=O)=[CH:39][CH:38]=2)[C:27]2[C:32]([CH:33]=1)=[CH:31][C:30]([O:34][CH3:35])=[CH:29][CH:28]=2.CCOC(C)=O, predict the reaction product. The product is: [CH2:15]([O:14][P:10]([CH:1]=[CH:41][C:40]1[CH:39]=[CH:38][C:37]([O:36][C:26]2[C:27]3[C:32](=[CH:31][C:30]([O:34][CH3:35])=[CH:29][CH:28]=3)[CH:33]=[C:24]([CH3:23])[C:25]=2[C:45]2[CH:50]=[CH:49][CH:48]=[CH:47][CH:46]=2)=[CH:44][CH:43]=1)(=[O:17])[O:11][CH2:12][CH3:13])[CH3:16]. (7) Given the reactants [Cl:1][CH2:2]/[CH:3]=[C:4](/[C:6]1[CH:11]=[CH:10][CH:9]=[C:8]([N+:12]([O-:14])=[O:13])[CH:7]=1)\[CH3:5].[N+](=[CH:17][C:18]([O:20][CH2:21][CH3:22])=[O:19])=[N-], predict the reaction product. The product is: [Cl:1][CH2:2][CH:3]1[CH:17]([C:18]([O:20][CH2:21][CH3:22])=[O:19])[C:4]1([CH3:5])[C:6]1[CH:11]=[CH:10][CH:9]=[C:8]([N+:12]([O-:14])=[O:13])[CH:7]=1. (8) Given the reactants [N+:1]([C:4]1[CH:9]=[CH:8][C:7]([S:10](Cl)(=[O:12])=[O:11])=[CH:6][CH:5]=1)([O-:3])=[O:2].[CH3:14][O:15][CH2:16][CH2:17][NH2:18], predict the reaction product. The product is: [CH3:14][O:15][CH2:16][CH2:17][NH:18][S:10]([C:7]1[CH:8]=[CH:9][C:4]([N+:1]([O-:3])=[O:2])=[CH:5][CH:6]=1)(=[O:12])=[O:11]. (9) Given the reactants [CH2:1]([C:4]1[S:5][CH:6]=[CH:7][CH:8]=1)[CH2:2][CH3:3].C1C(=O)N([Br:16])C(=O)C1, predict the reaction product. The product is: [Br:16][C:6]1[S:5][C:4]([CH2:1][CH2:2][CH3:3])=[CH:8][CH:7]=1. (10) Given the reactants [NH2:1][C:2]1[CH:3]=[CH:4][C:5]2[N:6]([CH:8]=[C:9]([C:11]([O:13]CC)=O)[N:10]=2)[CH:7]=1.[NH3:16], predict the reaction product. The product is: [NH2:1][C:2]1[CH:3]=[CH:4][C:5]2[N:6]([CH:8]=[C:9]([C:11]([NH2:16])=[O:13])[N:10]=2)[CH:7]=1.